Dataset: Full USPTO retrosynthesis dataset with 1.9M reactions from patents (1976-2016). Task: Predict the reactants needed to synthesize the given product. Given the product [F:8][C:6]1[CH:5]=[C:4]([C:9]2[C:17]3[C:12](=[CH:13][CH:14]=[C:15]([O:18][CH2:19][CH2:20][N:21]4[CH2:26][CH2:25][N:44]([S:41]([CH3:40])(=[O:43])=[O:42])[CH2:23][CH2:22]4)[CH:16]=3)[C:11](=[O:27])[C:10]=2[C:28]2[CH:29]=[N:30][CH:31]=[CH:32][CH:33]=2)[CH:3]=[C:2]([F:1])[CH:7]=1, predict the reactants needed to synthesize it. The reactants are: [F:1][C:2]1[CH:3]=[C:4]([C:9]2[C:17]3[C:12](=[CH:13][CH:14]=[C:15]([O:18][CH2:19][CH2:20][N:21]4[CH2:26][CH2:25]O[CH2:23][CH2:22]4)[CH:16]=3)[C:11](=[O:27])[C:10]=2[C:28]2[CH:29]=[N:30][CH:31]=[CH:32][CH:33]=2)[CH:5]=[C:6]([F:8])[CH:7]=1.C([O-])([O-])=O.[K+].[K+].[CH3:40][S:41]([N:44]1CCN(CCOS(C)(=O)=O)CC1)(=[O:43])=[O:42].